From a dataset of Forward reaction prediction with 1.9M reactions from USPTO patents (1976-2016). Predict the product of the given reaction. Given the reactants [CH2:1]([O:8][C:9]([C:11]1[N:12]([CH:42]([CH3:44])[CH3:43])[C:13]([CH:30]=[CH:31][C@H:32]([OH:41])[CH2:33][C@@H:34]([OH:40])[CH2:35][C:36]([O:38][CH3:39])=[O:37])=[C:14]([C:23]2[CH:28]=[CH:27][C:26]([F:29])=[CH:25][CH:24]=2)[C:15]=1[C:16]1[CH:21]=[CH:20][C:19]([F:22])=[CH:18][CH:17]=1)=[O:10])[C:2]1[CH:7]=[CH:6][CH:5]=[CH:4][CH:3]=1.CO[C:47](OC)([CH3:49])[CH3:48], predict the reaction product. The product is: [CH2:1]([O:8][C:9]([C:11]1[N:12]([CH:42]([CH3:44])[CH3:43])[C:13]([CH:30]=[CH:31][C@H:32]2[CH2:33][C@H:34]([CH2:35][C:36]([O:38][CH3:39])=[O:37])[O:40][C:47]([CH3:49])([CH3:48])[O:41]2)=[C:14]([C:23]2[CH:28]=[CH:27][C:26]([F:29])=[CH:25][CH:24]=2)[C:15]=1[C:16]1[CH:17]=[CH:18][C:19]([F:22])=[CH:20][CH:21]=1)=[O:10])[C:2]1[CH:7]=[CH:6][CH:5]=[CH:4][CH:3]=1.